Predict the reactants needed to synthesize the given product. From a dataset of Full USPTO retrosynthesis dataset with 1.9M reactions from patents (1976-2016). (1) Given the product [CH:1]1([C:7]2([S:26]([O-:29])(=[O:28])=[O:27])[CH:12]=[C:11]([CH:13]3[CH2:18][CH2:17][CH2:16][CH2:15][CH2:14]3)[CH:10]=[C:9]([CH:19]3[CH2:20][CH2:21][CH2:22][CH2:23][CH2:24]3)[CH2:8]2)[CH2:6][CH2:5][CH2:4][CH2:3][CH2:2]1.[Na+:31], predict the reactants needed to synthesize it. The reactants are: [CH:1]1([C:7]2[CH:12]=[C:11]([CH:13]3[CH2:18][CH2:17][CH2:16][CH2:15][CH2:14]3)[CH:10]=[C:9]([CH:19]3[CH2:24][CH2:23][CH2:22][CH2:21][CH2:20]3)[CH:8]=2)[CH2:6][CH2:5][CH2:4][CH2:3][CH2:2]1.Cl[S:26]([OH:29])(=[O:28])=[O:27].[OH-].[Na+:31].C(O)C. (2) Given the product [Cl:26][C:12]1[CH:13]=[C:14]([C:18]([F:21])([F:20])[F:19])[C:15]2[CH:16]=[CH:17][C:8]3[N:9]([CH:23]=[C:6]([C:2]4[O:1][CH:5]=[N:4][N:3]=4)[N:7]=3)[C:10]=2[N:11]=1, predict the reactants needed to synthesize it. The reactants are: [O:1]1[CH:5]=[N:4][N:3]=[C:2]1[C:6]1[N:7]=[C:8]2[CH:17]=[CH:16][C:15]3[C:14]([C:18]([F:21])([F:20])[F:19])=[CH:13][C:12](O)=[N:11][C:10]=3[N:9]2[CH:23]=1.O=P(Cl)(Cl)[Cl:26]. (3) Given the product [CH2:1]([C:5]1[N:6]([CH2:18][CH2:19][CH2:20][CH2:21][O:22][N:23]2[C:31](=[O:32])[C:30]3[C:25](=[CH:26][CH:27]=[CH:28][CH:29]=3)[C:24]2=[O:33])[C:7]2[C:16]3[CH:15]=[CH:14][CH:13]=[CH:12][C:11]=3[N+:10]([O-:42])=[CH:9][C:8]=2[N:17]=1)[CH2:2][CH2:3][CH3:4], predict the reactants needed to synthesize it. The reactants are: [CH2:1]([C:5]1[N:6]([CH2:18][CH2:19][CH2:20][CH2:21][O:22][N:23]2[C:31](=[O:32])[C:30]3[C:25](=[CH:26][CH:27]=[CH:28][CH:29]=3)[C:24]2=[O:33])[C:7]2[C:16]3[CH:15]=[CH:14][CH:13]=[CH:12][C:11]=3[N:10]=[CH:9][C:8]=2[N:17]=1)[CH2:2][CH2:3][CH3:4].C1C=C(Cl)C=C(C(OO)=[O:42])C=1. (4) Given the product [Cl:1][C:2]1[CH:3]=[CH:4][C:5]([CH2:8][Cl:12])=[N:6][CH:7]=1, predict the reactants needed to synthesize it. The reactants are: [Cl:1][C:2]1[CH:3]=[CH:4][C:5]([CH2:8]O)=[N:6][CH:7]=1.S(Cl)([Cl:12])=O.C(=O)([O-])O.[Na+]. (5) Given the product [Cl:1][C:2]1[C:3]([CH:4]=[O:5])=[C:6]([N:27]2[CH2:26][CH2:25][N:24]([C:17]([O:19][C:20]([CH3:23])([CH3:22])[CH3:21])=[O:18])[CH2:29][CH2:28]2)[CH:7]=[CH:8][CH:9]=1, predict the reactants needed to synthesize it. The reactants are: [Cl:1][C:2]1[CH:9]=[CH:8][CH:7]=[C:6](F)[C:3]=1[CH:4]=[O:5].C(=O)([O-])[O-].[Na+].[Na+].[C:17]([N:24]1[CH2:29][CH2:28][NH:27][CH2:26][CH2:25]1)([O:19][C:20]([CH3:23])([CH3:22])[CH3:21])=[O:18].O. (6) The reactants are: [OH:1][CH2:2][C@H:3]1[CH2:6][CH2:5][N:4]1[C:7]([O:9][C:10]([CH3:13])([CH3:12])[CH3:11])=[O:8].[H-].[Na+].[CH3:16]I. Given the product [CH3:16][O:1][CH2:2][C@H:3]1[CH2:6][CH2:5][N:4]1[C:7]([O:9][C:10]([CH3:13])([CH3:12])[CH3:11])=[O:8], predict the reactants needed to synthesize it. (7) The reactants are: CN(C)C(N(C)C)=N.[CH3:9][O:10][C:11](=[O:40])[CH:12](P(OC)(OC)=O)[NH:13][C:14](=[O:33])[C:15]1[CH:20]=[CH:19][C:18]([C:21]([NH:23][CH2:24][C:25]2[CH:30]=[CH:29][CH:28]=[C:27]([OH:31])[CH:26]=2)=[O:22])=[CH:17][C:16]=1[CH3:32].[CH:41](=O)[C:42]1[CH:47]=[CH:46][CH:45]=[CH:44][CH:43]=1. Given the product [CH3:9][O:10][C:11](=[O:40])/[C:12](/[NH:13][C:14](=[O:33])[C:15]1[CH:20]=[CH:19][C:18]([C:21]([NH:23][CH2:24][C:25]2[CH:30]=[CH:29][CH:28]=[C:27]([OH:31])[CH:26]=2)=[O:22])=[CH:17][C:16]=1[CH3:32])=[CH:41]/[C:42]1[CH:47]=[CH:46][CH:45]=[CH:44][CH:43]=1, predict the reactants needed to synthesize it.